This data is from Full USPTO retrosynthesis dataset with 1.9M reactions from patents (1976-2016). The task is: Predict the reactants needed to synthesize the given product. (1) Given the product [CH3:37][C:26]1[O:25][C:24]([C:21]2[CH:22]=[CH:23][C:18]([C:11]3[CH:12]=[CH:13][C:8]([C:6]([N:1]4[CH2:5][CH2:4][CH2:3][CH2:2]4)=[O:7])=[CH:9][CH:10]=3)=[CH:19][CH:20]=2)=[N:28][C:27]=1[CH2:29][CH2:30][N:31]1[CH2:35][CH2:34][CH2:33][C@H:32]1[CH3:36], predict the reactants needed to synthesize it. The reactants are: [N:1]1([C:6]([C:8]2[CH:13]=[CH:12][C:11](B(O)O)=[CH:10][CH:9]=2)=[O:7])[CH2:5][CH2:4][CH2:3][CH2:2]1.Br[C:18]1[CH:23]=[CH:22][C:21]([C:24]2[O:25][C:26]([CH3:37])=[C:27]([CH2:29][CH2:30][N:31]3[CH2:35][CH2:34][CH2:33][C@H:32]3[CH3:36])[N:28]=2)=[CH:20][CH:19]=1. (2) Given the product [CH:24]1([C:22]#[C:23][C:5]2[CH:6]=[CH:7][CH:8]=[C:3]([C:2]([F:1])([F:20])[F:21])[CH:4]=2)[CH2:29][CH2:28][CH2:27][CH2:26][CH2:25]1, predict the reactants needed to synthesize it. The reactants are: [F:1][C:2]([F:21])([F:20])[C:3]1[CH:4]=[C:5](OS(C2C=CC(C)=CC=2)(=O)=O)[CH:6]=[CH:7][CH:8]=1.[C:22]([CH:24]1[CH2:29][CH2:28][CH2:27][CH2:26][CH2:25]1)#[CH:23]. (3) Given the product [CH2:10]([O:12][C:13](=[O:23])[CH2:14][CH2:15][C:16]1[CH:21]=[CH:20][CH:19]=[C:18]([NH:22][C:7]([C:5]2[O:6][C:2]([Br:1])=[CH:3][CH:4]=2)=[O:9])[CH:17]=1)[CH3:11], predict the reactants needed to synthesize it. The reactants are: [Br:1][C:2]1[O:6][C:5]([C:7]([OH:9])=O)=[CH:4][CH:3]=1.[CH2:10]([O:12][C:13](=[O:23])[CH2:14][CH2:15][C:16]1[CH:21]=[CH:20][CH:19]=[C:18]([NH2:22])[CH:17]=1)[CH3:11]. (4) Given the product [ClH:1].[CH3:3][N:4]([CH3:19])[C:5]1([CH2:8][CH2:9][C:10]2[CH:11]=[N:12][CH:13]=[CH:14][CH:15]=2)[CH2:7][CH2:6]1, predict the reactants needed to synthesize it. The reactants are: [ClH:1].Cl.[CH3:3][NH:4][C:5]1([CH2:8][CH2:9][C:10]2[CH:11]=[N:12][CH:13]=[CH:14][CH:15]=2)[CH2:7][CH2:6]1.O.[OH-].[Na+].[C:19](=O)([O-])[O-].[Na+].[Na+]. (5) The reactants are: [CH2:1]([OH:11])[CH2:2][CH2:3][CH2:4][CH2:5][CH2:6][CH2:7][CH2:8][CH:9]=[CH2:10].[Si:12](Cl)([C:15]([CH3:18])([CH3:17])[CH3:16])([CH3:14])[CH3:13].C(N(CC)CC)C.O. Given the product [C:15]([Si:12]([O:11][CH2:1][CH2:2][CH2:3][CH2:4][CH2:5][CH2:6][CH2:7][CH2:8][CH:9]=[CH2:10])([CH3:14])[CH3:13])([CH3:18])([CH3:17])[CH3:16], predict the reactants needed to synthesize it. (6) Given the product [Br:1][C:2]1[CH:7]=[CH:6][C:5]([N:8]2[C:9]([CH3:22])=[C:10]([CH3:21])[CH:11]=[C:12]2[C:13]2[CH:14]=[CH:15][C:16]([OH:19])=[CH:17][CH:18]=2)=[CH:4][CH:3]=1, predict the reactants needed to synthesize it. The reactants are: [Br:1][C:2]1[CH:7]=[CH:6][C:5]([N:8]2[C:12]([C:13]3[CH:18]=[CH:17][C:16]([O:19]C)=[CH:15][CH:14]=3)=[CH:11][C:10]([CH3:21])=[C:9]2[CH3:22])=[CH:4][CH:3]=1.B(Br)(Br)Br. (7) Given the product [ClH:14].[NH2:6][C@@H:5]([CH2:7][CH2:8][CH3:9])[C@H:4]([OH:3])[C:10]([OH:12])=[O:11], predict the reactants needed to synthesize it. The reactants are: CC1[O:3][C@H:4]([C:10]([O:12]C)=[O:11])[C@H:5]([CH2:7][CH2:8][CH3:9])[N:6]=1.[ClH:14]. (8) Given the product [OH:1][C:2]1[CH:3]=[CH:4][C:5]([CH2:8][CH2:9][C:10]([O:12][CH2:13][CH3:14])=[O:11])=[N:6][CH:7]=1, predict the reactants needed to synthesize it. The reactants are: [OH:1][C:2]1[CH:3]=[CH:4][C:5]([CH:8]=[CH:9][C:10]([O:12][CH2:13][CH3:14])=[O:11])=[N:6][CH:7]=1. (9) Given the product [CH3:13][C:10]1([CH3:14])[O:9][CH:8]([CH2:7][O:6][C:5]2[CH:15]=[CH:16][C:2]([B:18]3[O:22][C:21]([CH3:24])([CH3:23])[C:20]([CH3:26])([CH3:25])[O:19]3)=[C:3]([CH3:17])[CH:4]=2)[CH2:12][O:11]1, predict the reactants needed to synthesize it. The reactants are: Br[C:2]1[CH:16]=[CH:15][C:5]([O:6][CH2:7][CH:8]2[CH2:12][O:11][C:10]([CH3:14])([CH3:13])[O:9]2)=[CH:4][C:3]=1[CH3:17].[B:18]1([B:18]2[O:22][C:21]([CH3:24])([CH3:23])[C:20]([CH3:26])([CH3:25])[O:19]2)[O:22][C:21]([CH3:24])([CH3:23])[C:20]([CH3:26])([CH3:25])[O:19]1.C([O-])([O-])=O.[Cs+].[Cs+]. (10) Given the product [C:1]([C@H:5]1[CH2:10][CH2:9][C@H:8]([O:11][C:12]2[CH:13]=[C:14]3[C:19](=[CH:20][CH:21]=2)[CH:18]=[C:17]([C:22]([N:24]2[CH2:29][CH2:28][CH:27]([C:30]([OH:32])=[O:31])[CH2:26][CH2:25]2)=[O:23])[CH:16]=[CH:15]3)[CH2:7][CH2:6]1)([CH3:4])([CH3:2])[CH3:3], predict the reactants needed to synthesize it. The reactants are: [C:1]([C@H:5]1[CH2:10][CH2:9][C@H:8]([O:11][C:12]2[CH:13]=[C:14]3[C:19](=[CH:20][CH:21]=2)[CH:18]=[C:17]([C:22]([N:24]2[CH2:29][CH2:28][CH:27]([C:30]([O:32]C)=[O:31])[CH2:26][CH2:25]2)=[O:23])[CH:16]=[CH:15]3)[CH2:7][CH2:6]1)([CH3:4])([CH3:3])[CH3:2].[OH-].[Na+].Cl.